This data is from Full USPTO retrosynthesis dataset with 1.9M reactions from patents (1976-2016). The task is: Predict the reactants needed to synthesize the given product. Given the product [CH3:20][C:19]1[O:17][C:3]2[C:4]([C:5]([O:7][CH3:8])=[O:6])=[CH:9][C:10]([O:12][C:13]([F:16])([F:15])[F:14])=[CH:11][C:2]=2[CH:18]=1, predict the reactants needed to synthesize it. The reactants are: Br[C:2]1[C:3]([OH:17])=[C:4]([CH:9]=[C:10]([O:12][C:13]([F:16])([F:15])[F:14])[CH:11]=1)[C:5]([O:7][CH3:8])=[O:6].[CH:18]#[C:19][CH3:20].C(N(CC)CC)C.CN(C)C=O.